From a dataset of Catalyst prediction with 721,799 reactions and 888 catalyst types from USPTO. Predict which catalyst facilitates the given reaction. (1) Reactant: [CH3:1][O:2][C:3]1[CH:4]=[C:5]2[C:10](=[CH:11][C:12]=1[O:13][CH3:14])[N:9]=[CH:8][N:7]=[C:6]2[S:15][C:16]1[CH:17]=[C:18]([CH:20]=[CH:21][CH:22]=1)[NH2:19].[F:23][C:24]([C:27]1[CH:31]=[C:30]([NH:32][C:33](=O)[O:34]C2C=CC=CC=2)[N:29]([C:42]2[CH:47]=[CH:46][CH:45]=[CH:44][CH:43]=2)[N:28]=1)([F:26])[CH3:25]. Product: [F:23][C:24]([C:27]1[CH:31]=[C:30]([NH:32][C:33]([NH:19][C:18]2[CH:20]=[CH:21][CH:22]=[C:16]([S:15][C:6]3[C:5]4[C:10](=[CH:11][C:12]([O:13][CH3:14])=[C:3]([O:2][CH3:1])[CH:4]=4)[N:9]=[CH:8][N:7]=3)[CH:17]=2)=[O:34])[N:29]([C:42]2[CH:47]=[CH:46][CH:45]=[CH:44][CH:43]=2)[N:28]=1)([F:26])[CH3:25]. The catalyst class is: 230. (2) Reactant: [CH3:1][C@H:2]1[CH2:7][C:6](=[O:8])[CH2:5][CH2:4][N:3]1[C@H](C1C=CC=CC=1)C.[CH3:29][C:28]([O:27][C:25](O[C:25]([O:27][C:28]([CH3:31])([CH3:30])[CH3:29])=[O:26])=[O:26])([CH3:31])[CH3:30]. Product: [C:28]([O:27][C:25]([N:3]1[CH2:4][CH2:5][C:6](=[O:8])[CH2:7][C@@H:2]1[CH3:1])=[O:26])([CH3:29])([CH3:30])[CH3:31]. The catalyst class is: 833. (3) Reactant: [CH2:1]([O:8][C@@H:9]1[C@@H:21]([O:22][CH2:23][C:24]2[CH:29]=[CH:28][CH:27]=[CH:26][CH:25]=2)[C@@H:20]([CH2:30][O:31]C(C2C=CC=CC=2)(C2C=CC=CC=2)C2C=CC=CC=2)[O:19][C@H:10]1[S:11][C:12]1[CH:17]=[CH:16][C:15]([CH3:18])=[CH:14][CH:13]=1)[C:2]1[CH:7]=[CH:6][CH:5]=[CH:4][CH:3]=1.CC1C=CC(S(O)(=O)=O)=CC=1. Product: [CH2:1]([O:8][C@@H:9]1[C@@H:21]([O:22][CH2:23][C:24]2[CH:25]=[CH:26][CH:27]=[CH:28][CH:29]=2)[C@@H:20]([CH2:30][OH:31])[O:19][C@H:10]1[S:11][C:12]1[CH:17]=[CH:16][C:15]([CH3:18])=[CH:14][CH:13]=1)[C:2]1[CH:7]=[CH:6][CH:5]=[CH:4][CH:3]=1. The catalyst class is: 424.